From a dataset of Catalyst prediction with 721,799 reactions and 888 catalyst types from USPTO. Predict which catalyst facilitates the given reaction. (1) Reactant: [H-].[Na+].[C:3]([O:7][C:8]([N:10]1[C@@H:14]([C@@H:15]([OH:41])[C@@H:16]([N:26]([CH2:34][C:35]2[CH:40]=[CH:39][CH:38]=[CH:37][CH:36]=2)[CH2:27][C:28]2[CH:33]=[CH:32][CH:31]=[CH:30][CH:29]=2)[CH2:17][C:18]2[CH:23]=[C:22]([F:24])[CH:21]=[C:20]([F:25])[CH:19]=2)[CH2:13][O:12][C:11]1([CH3:43])[CH3:42])=[O:9])([CH3:6])([CH3:5])[CH3:4].[CH2:44](Br)[C:45]1[CH:50]=[CH:49][CH:48]=[CH:47][CH:46]=1.[Cl-].[NH4+]. Product: [C:3]([O:7][C:8]([N:10]1[C@@H:14]([C@@H:15]([O:41][CH2:44][C:45]2[CH:50]=[CH:49][CH:48]=[CH:47][CH:46]=2)[C@@H:16]([N:26]([CH2:34][C:35]2[CH:40]=[CH:39][CH:38]=[CH:37][CH:36]=2)[CH2:27][C:28]2[CH:33]=[CH:32][CH:31]=[CH:30][CH:29]=2)[CH2:17][C:18]2[CH:23]=[C:22]([F:24])[CH:21]=[C:20]([F:25])[CH:19]=2)[CH2:13][O:12][C:11]1([CH3:43])[CH3:42])=[O:9])([CH3:6])([CH3:4])[CH3:5]. The catalyst class is: 9. (2) Reactant: Br[C:2]1[CH:16]=[CH:15][C:5]([O:6][C:7]2[CH:14]=[CH:13][C:10]([C:11]#[N:12])=[CH:9][CH:8]=2)=[CH:4][CH:3]=1.[B:17]1([B:17]2[O:21][C:20]([CH3:23])([CH3:22])[C:19]([CH3:25])([CH3:24])[O:18]2)[O:21][C:20]([CH3:23])([CH3:22])[C:19]([CH3:25])([CH3:24])[O:18]1.ClCCl.C([O-])(=O)C.[K+]. Product: [CH3:24][C:19]1([CH3:25])[C:20]([CH3:23])([CH3:22])[O:21][B:17]([C:2]2[CH:16]=[CH:15][C:5]([O:6][C:7]3[CH:14]=[CH:13][C:10]([C:11]#[N:12])=[CH:9][CH:8]=3)=[CH:4][CH:3]=2)[O:18]1. The catalyst class is: 9. (3) The catalyst class is: 2. Product: [ClH:33].[NH2:1][C@@H:2]1[CH2:7][CH2:6][CH2:5][N:4]([C:8]([C:10]2[CH:30]=[C:29]([O:31][CH3:32])[C:13]3[N:14]([CH3:28])[C:15]([C:17]4[N:25]([CH2:26][CH3:27])[C:20]5=[N:21][CH:22]=[CH:23][CH:24]=[C:19]5[CH:18]=4)=[N:16][C:12]=3[CH:11]=2)=[O:9])[CH2:3]1. Reactant: [NH2:1][C@@H:2]1[CH2:7][CH2:6][CH2:5][N:4]([C:8]([C:10]2[CH:30]=[C:29]([O:31][CH3:32])[C:13]3[N:14]([CH3:28])[C:15]([C:17]4[N:25]([CH2:26][CH3:27])[C:20]5=[N:21][CH:22]=[CH:23][CH:24]=[C:19]5[CH:18]=4)=[N:16][C:12]=3[CH:11]=2)=[O:9])[CH2:3]1.[ClH:33]. (4) Reactant: C([BH3-])#N.[Na+].[I:5][C:6]1[CH:7]=[CH:8][C:9]2[CH:10]=[C:11]3[CH2:18][NH:17][CH2:16][CH2:15][N:12]3[C:13]=2[CH:14]=1.C(=O)([O-])O.[Na+].C(OCC)(=O)C. Product: [I:5][C:6]1[CH:7]=[CH:8][C:9]2[CH2:10][CH:11]3[CH2:18][NH:17][CH2:16][CH2:15][N:12]3[C:13]=2[CH:14]=1. The catalyst class is: 15.